From a dataset of Reaction yield outcomes from USPTO patents with 853,638 reactions. Predict the reaction yield, written as a fraction of the theoretical maximum amount of product (1.0 means a 100% yield; for example, 0.34 means a 34% yield). (1) The reactants are [CH3:1][C:2]1[S:3][C:4]2[C:9]([C:10](=[O:12])[CH:11]=1)=[CH:8][CH:7]=[CH:6][CH:5]=2.[I:13]I.S([O-])([O-])(=O)=S.[Na+].[Na+]. The catalyst is C(#N)C. The product is [I:13][C:11]1[C:10](=[O:12])[C:9]2[C:4](=[CH:5][CH:6]=[CH:7][CH:8]=2)[S:3][C:2]=1[CH3:1]. The yield is 0.790. (2) The reactants are [NH2:1][C:2]1[CH:3]=[CH:4][C:5]([CH:9]2[CH2:14][CH2:13][N:12]([C:15]([O:17][C:18]([CH3:21])([CH3:20])[CH3:19])=[O:16])[CH2:11][CH2:10]2)=[N:6][C:7]=1[NH2:8].[CH2:22]([O:29][C:30]1[CH:37]=[CH:36][C:33]([CH:34]=O)=[CH:32][CH:31]=1)[C:23]1[CH:28]=[CH:27][CH:26]=[CH:25][CH:24]=1.O.C(OI(C1C=CC=CC=1)OC(=O)C)(=O)C. The catalyst is CCOC(C)=O.[Cl-].[Na+].O.CO. The product is [CH2:22]([O:29][C:30]1[CH:31]=[CH:32][C:33]([C:34]2[NH:8][C:7]3=[N:6][C:5]([CH:9]4[CH2:14][CH2:13][N:12]([C:15]([O:17][C:18]([CH3:21])([CH3:20])[CH3:19])=[O:16])[CH2:11][CH2:10]4)=[CH:4][CH:3]=[C:2]3[N:1]=2)=[CH:36][CH:37]=1)[C:23]1[CH:24]=[CH:25][CH:26]=[CH:27][CH:28]=1. The yield is 0.100.